This data is from Forward reaction prediction with 1.9M reactions from USPTO patents (1976-2016). The task is: Predict the product of the given reaction. (1) Given the reactants C([N:8]1[CH2:12][CH2:11][CH:10]([C:13]2[CH:18]=[CH:17][C:16]([CH3:19])=[CH:15][N:14]=2)[CH2:9]1)C1C=CC=CC=1.CCN(CC)CC.C(Cl)(=O)OC(Cl)C, predict the reaction product. The product is: [CH3:19][C:16]1[CH:17]=[CH:18][C:13]([CH:10]2[CH2:11][CH2:12][NH:8][CH2:9]2)=[N:14][CH:15]=1. (2) Given the reactants [OH:1][CH2:2][C:3]1[CH:24]=[CH:23][C:6]2[N:7]=[C:8]([N:10]3[CH2:15][CH2:14][N:13](C(OC(C)(C)C)=O)[CH2:12][CH2:11]3)[S:9][C:5]=2[CH:4]=1, predict the reaction product. The product is: [N:10]1([C:8]2[S:9][C:5]3[CH:4]=[C:3]([CH2:2][OH:1])[CH:24]=[CH:23][C:6]=3[N:7]=2)[CH2:15][CH2:14][NH:13][CH2:12][CH2:11]1. (3) Given the reactants [F:1][C:2]1[CH:3]=[CH:4][C:5]([NH:8][NH:9][C:10](=O)[CH2:11][CH2:12][N:13]2[CH2:17][CH2:16][CH2:15][CH2:14]2)=[N:6][CH:7]=1.C1(P(C2C=CC=CC=2)C2C=CC=CC=2)C=CC=CC=1.C(N(CC)CC)C.ClC(Cl)(Cl)C(Cl)(Cl)Cl, predict the reaction product. The product is: [F:1][C:2]1[CH:3]=[CH:4][C:5]2[N:6]([C:10]([CH2:11][CH2:12][N:13]3[CH2:17][CH2:16][CH2:15][CH2:14]3)=[N:9][N:8]=2)[CH:7]=1. (4) The product is: [CH3:20][N:21]([CH3:23])[CH2:22][CH2:6][CH2:7][O:8][C:9]1[CH:10]=[CH:11][C:12]([NH2:15])=[CH:13][CH:14]=1. Given the reactants N1([CH2:6][CH2:7][O:8][C:9]2[CH:14]=[CH:13][C:12]([NH2:15])=[CH:11][CH:10]=2)CCCC1.Cl.ClCC[CH2:20][N:21]([CH3:23])[CH3:22], predict the reaction product. (5) Given the reactants [Br:1][C:2]1[CH:3]=[CH:4][C:5]([CH3:12])=[C:6]([CH:11]=1)[C:7]([O:9]C)=[O:8].[OH-].[Na+].Cl, predict the reaction product. The product is: [Br:1][C:2]1[CH:3]=[CH:4][C:5]([CH3:12])=[C:6]([CH:11]=1)[C:7]([OH:9])=[O:8].